This data is from Forward reaction prediction with 1.9M reactions from USPTO patents (1976-2016). The task is: Predict the product of the given reaction. Given the reactants [Cl:1][C:2]1[C:7]2[N:8]([CH2:19][CH2:20][CH3:21])[C:9]([C:11]3[CH:12]=[N:13][C:14](Cl)=[C:15]([Cl:17])[CH:16]=3)=[N:10][C:6]=2[CH:5]=[CH:4][CH:3]=1.[NH2:22][C:23]1[CH:28]=[CH:27][N:26]=[CH:25][CH:24]=1.C([O-])([O-])=O.[Cs+].[Cs+], predict the reaction product. The product is: [Cl:17][C:15]1[C:14]([NH:22][C:23]2[CH:28]=[CH:27][N:26]=[CH:25][CH:24]=2)=[N:13][CH:12]=[C:11]([C:9]2[N:8]([CH2:19][CH2:20][CH3:21])[C:7]3[C:2]([Cl:1])=[CH:3][CH:4]=[CH:5][C:6]=3[N:10]=2)[CH:16]=1.